Dataset: Merck oncology drug combination screen with 23,052 pairs across 39 cell lines. Task: Regression. Given two drug SMILES strings and cell line genomic features, predict the synergy score measuring deviation from expected non-interaction effect. (1) Drug 1: O=S1(=O)NC2(CN1CC(F)(F)F)C1CCC2Cc2cc(C=CCN3CCC(C(F)(F)F)CC3)ccc2C1. Drug 2: O=P1(N(CCCl)CCCl)NCCCO1. Cell line: NCIH23. Synergy scores: synergy=4.07. (2) Drug 1: N#Cc1ccc(Cn2cncc2CN2CCN(c3cccc(Cl)c3)C(=O)C2)cc1. Drug 2: CCC1(O)C(=O)OCc2c1cc1n(c2=O)Cc2cc3c(CN(C)C)c(O)ccc3nc2-1. Cell line: COLO320DM. Synergy scores: synergy=22.7.